Regression/Classification. Given a drug SMILES string, predict its absorption, distribution, metabolism, or excretion properties. Task type varies by dataset: regression for continuous measurements (e.g., permeability, clearance, half-life) or binary classification for categorical outcomes (e.g., BBB penetration, CYP inhibition). Dataset: cyp2c9_veith. From a dataset of CYP2C9 inhibition data for predicting drug metabolism from PubChem BioAssay. The drug is NC(=O)C[C@@H](N)c1nn[nH]n1. The result is 0 (non-inhibitor).